Dataset: Experimentally validated miRNA-target interactions with 360,000+ pairs, plus equal number of negative samples. Task: Binary Classification. Given a miRNA mature sequence and a target amino acid sequence, predict their likelihood of interaction. (1) The miRNA is hsa-miR-5584-3p with sequence UAGUUCUUCCCUUUGCCCAAUU. The protein sequence of the target gene is MSPCGRKMGEGRQQRRAPVGKLLLLPGRRDTPHGRSGSSGARTQRSLLWLLVHVWLWAASGSSAQLFNLTLSVDEGLPPDTLVGDIRAGLPAAQQQEGSGFFLSEDSDDSPLLDDFHVHPDTGIIRTARRLDRERRDHYSFVAATLLGAVVQVEIRVNDVNDHSPRFPLDSLQLDVSELSPPGTAFRLPVAHDPDAGLFSTQGYTLVQPSDLPKDPAGPFFQLRYRTPGPLPSPLLPGSSSPLEPLDLVLLRRLDREEAAAHRLQIEAWDGGRPRRTGLLSVELRVLDENDNPPVFEQDE.... Result: 0 (no interaction). (2) The miRNA is hsa-miR-5706 with sequence UUCUGGAUAACAUGCUGAAGCU. The protein sequence of the target gene is MWLKLFFLLLYFLVLFVLARFFEAIVWYETGIFATQLVDPVALSFKKLKTILECRGLGYSGLPEKKDVRELVEKSGDLMEGELYSALKEEEASESVSSTNFSGEMHFYELVEDTKDGIWLVQVIANDRSPLVGKIHWEKMVKKVSRFGIRTGTFNCSSDPRYCRRRGWVRSTLIMSVPQTSTSKGKVMLKEYSGRKIEVEHIFKWITAHAASRIKTIYNAEHLKEEWNKSDQYWLKIYLFANLDQPPAFFSALSIKFTGRVEFIFVNVENWDNKSYMTDIGIYNMPSYILRTPEGIYRYG.... Result: 0 (no interaction).